Dataset: Reaction yield outcomes from USPTO patents with 853,638 reactions. Task: Predict the reaction yield, written as a fraction of the theoretical maximum amount of product (1.0 means a 100% yield; for example, 0.34 means a 34% yield). The reactants are [O:1]1[CH:6]=[CH:5][CH2:4][CH2:3][CH2:2]1.C12(CS(O)(=O)=O)C(C)(C)C(CC1)CC2=O.[Cl:22][C:23]1[C:28]2[C:29]([CH:32]([CH3:34])[CH3:33])=[N:30][NH:31][C:27]=2[CH:26]=[CH:25][N:24]=1. The catalyst is C(OCC)(=O)C. The product is [Cl:22][C:23]1[C:28]2[C:29]([CH:32]([CH3:34])[CH3:33])=[N:30][N:31]([CH:6]3[CH2:5][CH2:4][CH2:3][CH2:2][O:1]3)[C:27]=2[CH:26]=[CH:25][N:24]=1. The yield is 0.930.